Dataset: Full USPTO retrosynthesis dataset with 1.9M reactions from patents (1976-2016). Task: Predict the reactants needed to synthesize the given product. (1) Given the product [N:25]1([NH:24][C:3]([C:5]2[O:9][N:8]=[C:7]([O:10][CH2:11][C:12]3[C:13]([C:18]4[CH:23]=[CH:22][CH:21]=[CH:20][N:19]=4)=[N:14][O:15][C:16]=3[CH3:17])[CH:6]=2)=[O:4])[CH2:30][CH2:29][O:28][CH2:27][CH2:26]1, predict the reactants needed to synthesize it. The reactants are: CO[C:3]([C:5]1[O:9][N:8]=[C:7]([O:10][CH2:11][C:12]2[C:13]([C:18]3[CH:23]=[CH:22][CH:21]=[CH:20][N:19]=3)=[N:14][O:15][C:16]=2[CH3:17])[CH:6]=1)=[O:4].[NH2:24][N:25]1[CH2:30][CH2:29][O:28][CH2:27][CH2:26]1. (2) Given the product [F:1][C:2]1[CH:7]=[CH:6][C:5]([CH:8]([OH:12])[CH:9]([NH:10][C:14](=[O:15])[O:16][C:17]([CH3:18])([CH3:19])[CH3:20])[CH2:21][C:22]2[CH:27]=[CH:26][CH:25]=[C:24]([S:28]([C:31]([F:34])([F:33])[F:32])(=[O:29])=[O:30])[CH:23]=2)=[CH:4][CH:3]=1, predict the reactants needed to synthesize it. The reactants are: [F:1][C:2]1[CH:7]=[CH:6][C:5]([CH:8]2[O:12]C(=O)[N:10]([C:14]([O:16][C:17]([CH3:20])([CH3:19])[CH3:18])=[O:15])[CH:9]2[CH2:21][C:22]2[CH:27]=[CH:26][CH:25]=[C:24]([S:28]([C:31]([F:34])([F:33])[F:32])(=[O:30])=[O:29])[CH:23]=2)=[CH:4][CH:3]=1.[OH-].[Na+].O. (3) Given the product [F:15][C:16]1[CH:21]=[CH:20][C:19]([C:22]2([OH:28])[CH2:23][CH2:24][N:25]([C:2]3[CH:3]=[CH:4][C:5]4[N:6]([C:8]([C:11]([F:14])([F:13])[F:12])=[N:9][N:10]=4)[N:7]=3)[CH2:26][CH2:27]2)=[CH:18][CH:17]=1, predict the reactants needed to synthesize it. The reactants are: Cl[C:2]1[CH:3]=[CH:4][C:5]2[N:6]([C:8]([C:11]([F:14])([F:13])[F:12])=[N:9][N:10]=2)[N:7]=1.[F:15][C:16]1[CH:21]=[CH:20][C:19]([C:22]2([OH:28])[CH2:27][CH2:26][NH:25][CH2:24][CH2:23]2)=[CH:18][CH:17]=1.CCN(C(C)C)C(C)C. (4) Given the product [Cl:26][C:10]1[C:11]2[O:16][CH2:15][CH2:14][C:12]=2[N:13]=[C:8]([C:6]2[CH:7]=[C:2]([Cl:1])[CH:3]=[CH:4][C:5]=2[F:18])[N:9]=1, predict the reactants needed to synthesize it. The reactants are: [Cl:1][C:2]1[CH:3]=[CH:4][C:5]([F:18])=[C:6]([C:8]2[N:9]=[C:10](O)[C:11]3[O:16][CH2:15][CH2:14][C:12]=3[N:13]=2)[CH:7]=1.C([O-])(O)=O.[Na+].O=P(Cl)(Cl)[Cl:26].